Task: Predict the product of the given reaction.. Dataset: Forward reaction prediction with 1.9M reactions from USPTO patents (1976-2016) (1) Given the reactants [F:1][C:2]([F:17])([F:16])[C:3]1[C:11]2[CH2:10][CH2:9][CH2:8][CH2:7][C:6]=2[N:5]([CH2:12][C:13]([OH:15])=O)[N:4]=1.[NH2:18][C:19]1[C:23]2[CH:24]=[CH:25][CH:26]=[CH:27][C:22]=2[O:21][C:20]=1[C:28]([NH2:30])=[O:29].CN(C(ON1N=NC2C=CC=NC1=2)=[N+](C)C)C.F[P-](F)(F)(F)(F)F.C(NC(C)C)(C)C, predict the reaction product. The product is: [F:16][C:2]([F:1])([F:17])[C:3]1[C:11]2[CH2:10][CH2:9][CH2:8][CH2:7][C:6]=2[N:5]([CH2:12][C:13]([NH:18][C:19]2[C:23]3[CH:24]=[CH:25][CH:26]=[CH:27][C:22]=3[O:21][C:20]=2[C:28]([NH2:30])=[O:29])=[O:15])[N:4]=1. (2) The product is: [CH3:31][O:32][C:16]1([O:17][CH3:72])[CH2:14][CH2:12][O:21][CH2:20][C@@H:18]1[OH:19]. Given the reactants P([O-])(O)(O)=O.[Na+].[OH-].[Na+].Cl.O=C[C@@H:12]([C@H:14]([C@@H:16]([C@@H:18]([CH2:20][OH:21])[OH:19])[OH:17])O)O.C1C=[N+]([C@@H]2[O:32][C@H:31](COP(OP(OC[C@H]3O[C@@H](N4C5N=CN=C(N)C=5N=C4)[C@H](OP(O)(O)=O)[C@@H]3O)(O)=O)(O)=O)[C@@H](O)[C@H]2O)C=C(C(N)=O)C=1.[Cl-].[K+].[C:72]1(C)C=CC=CC=1, predict the reaction product. (3) The product is: [Br:1][C:2]1[CH:9]=[CH:8][C:5]([CH2:6][N:10]2[CH2:14][CH2:13][CH2:12][CH2:11]2)=[CH:4][CH:3]=1. Given the reactants [Br:1][C:2]1[CH:9]=[CH:8][C:5]([CH2:6]Br)=[CH:4][CH:3]=1.[NH:10]1[CH2:14][CH2:13][CH2:12][CH2:11]1.C(N(C(C)C)C(C)C)C, predict the reaction product. (4) The product is: [CH2:38]([O:37][C:35](=[O:36])[CH2:34][CH:33]([N:8]1[C:4]2[CH:3]=[C:2]([CH3:1])[C:22]([CH3:23])=[CH:21][C:5]=2[N:6]([CH2:10][C:11]2[C:12]3[C:19]([CH3:20])=[CH:18][CH:17]=[CH:16][C:13]=3[S:14][CH:15]=2)[C:7]1=[O:9])[O:32][CH2:30][CH3:31])[CH3:39]. Given the reactants [CH3:1][C:2]1[C:22]([CH3:23])=[CH:21][C:5]2[N:6]([CH2:10][C:11]3[C:12]4[C:19]([CH3:20])=[CH:18][CH:17]=[CH:16][C:13]=4[S:14][CH:15]=3)[C:7](=[O:9])[NH:8][C:4]=2[CH:3]=1.C([O-])([O-])=O.[K+].[K+].[CH2:30]([O:32][CH:33]=[CH:34][C:35]([O:37][CH2:38][CH3:39])=[O:36])[CH3:31].CO, predict the reaction product. (5) Given the reactants [CH3:1][C:2]1([CH3:23])[CH2:11][C:10]([CH3:13])([CH3:12])[C:9]2[C:4](=[CH:5][CH:6]=[C:7]([CH:14]([CH2:18][CH2:19][CH2:20][CH2:21][CH3:22])[C:15](O)=[O:16])[CH:8]=2)[O:3]1.B.C1COCC1, predict the reaction product. The product is: [CH3:1][C:2]1([CH3:23])[CH2:11][C:10]([CH3:12])([CH3:13])[C:9]2[C:4](=[CH:5][CH:6]=[C:7]([CH:14]([CH2:18][CH2:19][CH2:20][CH2:21][CH3:22])[CH2:15][OH:16])[CH:8]=2)[O:3]1. (6) Given the reactants C([C:5]1[N:10]=[C:9]([NH2:11])[C:8]([C:12]2[NH:24][C:15]3[CH:16]=[N:17][C:18](C(C)(C)C)=[CH:19][C:14]=3[N:13]=2)=[CH:7][N:6]=1)(C)(C)C.N[C:26]1C(C2NC3C=CC=CC=3N=2)=CC=CN=1, predict the reaction product. The product is: [CH:7]1[C:8]2[C:12]3[N:24]([CH:26]=[N:11][C:9]=2[N:10]=[CH:5][N:6]=1)[C:15]1[C:14](=[CH:19][CH:18]=[N:17][CH:16]=1)[N:13]=3. (7) Given the reactants [N:1]1[CH:6]=[C:5]([C:7]([O:9]N2C(=O)CCC2=O)=O)[CH:4]=[CH:3][C:2]=1[C:17]([O:19][CH3:20])=[O:18].C(N(CC)[CH:25]([CH3:27])[CH3:26])(C)C.Cl.C([N:35]([CH2:39][CH2:40][NH2:41])[C:36](=[O:38])[OH:37])(C)(C)C.[C:42]([O-])([O-])=O.[Na+].[Na+], predict the reaction product. The product is: [C:25]([O:37][C:36]([NH:35][CH2:39][CH2:40][NH:41][C:7]([C:5]1[CH:4]=[CH:3][C:2]([C:17]([O:19][CH3:20])=[O:18])=[N:1][CH:6]=1)=[O:9])=[O:38])([CH3:27])([CH3:42])[CH3:26]. (8) Given the reactants [F:1][C:2]1[CH:3]=[C:4]([NH:15]/[CH:16]=[C:17]2\[C:18](=[O:29])[NH:19][C:20](=[O:28])[C:21]3[C:26]\2=[CH:25][C:24]([I:27])=[CH:23][CH:22]=3)[CH:5]=[CH:6][C:7]=1[N:8]1[CH2:13][CH2:12][N:11]([CH3:14])[CH2:10][CH2:9]1.BrC1C=C2C(=CC=1)[C:37](=[O:41])NC(=O)C2=CNC1C=CC(N2CC(C)NC(C)C2)=CC=1, predict the reaction product. The product is: [I:27][C:24]1[CH:25]=[C:26]2[C:21](=[CH:22][CH:23]=1)[C:20](=[O:28])[NH:19][C:18](=[O:29])/[C:17]/2=[CH:16]/[O:41][CH3:37].[F:1][C:2]1[CH:3]=[C:4]([NH2:15])[CH:5]=[CH:6][C:7]=1[N:8]1[CH2:9][CH2:10][N:11]([CH3:14])[CH2:12][CH2:13]1. (9) The product is: [OH:16][C@@H:15]([C:17]1[CH:22]=[CH:21][CH:20]=[CH:19][CH:18]=1)[C:14]([O-:24])=[O:23].[CH2:1]([O:3][C:4]([C@@H:6]1[C@@H:7]2[CH2:13][C@@H:10]([CH2:9][CH2:8]2)[C@@H:11]1[NH3+:12])=[O:5])[CH3:2]. Given the reactants [CH2:1]([O:3][C:4]([C@H:6]1[C@@H:11]([NH2:12])[C@H:10]2[CH2:13][C@@H:7]1[CH2:8][CH2:9]2)=[O:5])[CH3:2].[C:14]([O-:24])(=[O:23])[C@H:15]([C:17]1[CH:22]=[CH:21][CH:20]=[CH:19][CH:18]=1)[OH:16].O[C@@H](C1C=CC=CC=1)C(O)=O, predict the reaction product. (10) Given the reactants [C:1]([NH:4][C@H:5]1[C@H:14]([C@@H:15]([C@@H:17]([CH2:19][OH:20])[OH:18])[OH:16])[O:13][C:8]([OH:12])([C:9](=[O:11])[OH:10])[CH2:7][C@@H:6]1[OH:21])(=[O:3])[CH3:2].[C:22](Cl)(=O)[CH3:23], predict the reaction product. The product is: [C:1]([NH:4][C@H:5]1[C@H:14]([C@@H:15]([C@@H:17]([CH2:19][OH:20])[OH:18])[OH:16])[O:13][C:8]([OH:12])([C:9](=[O:10])[O:11][CH2:22][CH3:23])[CH2:7][C@@H:6]1[OH:21])(=[O:3])[CH3:2].